This data is from Forward reaction prediction with 1.9M reactions from USPTO patents (1976-2016). The task is: Predict the product of the given reaction. (1) The product is: [Cl:1][C:2]1[CH:7]=[C:6]([C:8]2[C:9]3[CH:16]=[C:15]([CH2:17][O:18][C:21]4[CH:26]=[CH:25][C:24]([C@@H:27]([C:34]#[C:35][CH3:36])[CH2:28][C:29]([O:31][CH2:32][CH3:33])=[O:30])=[CH:23][CH:22]=4)[CH:14]=[CH:13][C:10]=3[S:11][CH:12]=2)[C:5]([CH3:19])=[CH:4][N:3]=1. Given the reactants [Cl:1][C:2]1[CH:7]=[C:6]([C:8]2[C:9]3[CH:16]=[C:15]([CH2:17][OH:18])[CH:14]=[CH:13][C:10]=3[S:11][CH:12]=2)[C:5]([CH3:19])=[CH:4][N:3]=1.O[C:21]1[CH:26]=[CH:25][C:24]([C@@H:27]([C:34]#[C:35][CH3:36])[CH2:28][C:29]([O:31][CH2:32][CH3:33])=[O:30])=[CH:23][CH:22]=1.P(CCCC)(CCCC)CCCC.C1CCN(C(N=NC(N2CCCCC2)=O)=O)CC1, predict the reaction product. (2) Given the reactants Br[C:2]1[CH:3]=[C:4]([CH:8]=[O:9])[CH:5]=[N:6][CH:7]=1.[C:10]1(B(O)O)[CH2:15][CH2:14][CH2:13][CH2:12][CH:11]=1.C([O-])(=O)C.[K+], predict the reaction product. The product is: [C:10]1([C:2]2[CH:7]=[N:6][CH:5]=[C:4]([CH:3]=2)[CH:8]=[O:9])[CH2:15][CH2:14][CH2:13][CH2:12][CH:11]=1. (3) Given the reactants [NH2:1][OH:2].[F:3][C:4]1[CH:9]=[CH:8][C:7]([C:10]2[CH:11]=[CH:12][C:13]([N:16]3[CH2:21][CH2:20][N:19]([S:22]([CH:25]=[CH:26][CH2:27][CH2:28][CH2:29][C:30]4[N:35]=[CH:34][CH:33]=[CH:32][N:31]=4)(=[O:24])=[O:23])[CH2:18][CH2:17]3)=[N:14][CH:15]=2)=[CH:6][CH:5]=1, predict the reaction product. The product is: [F:3][C:4]1[CH:9]=[CH:8][C:7]([C:10]2[CH:11]=[CH:12][C:13]([N:16]3[CH2:21][CH2:20][N:19]([S:22]([CH2:25][CH:26]([NH:1][OH:2])[CH2:27][CH2:28][CH2:29][C:30]4[N:35]=[CH:34][CH:33]=[CH:32][N:31]=4)(=[O:24])=[O:23])[CH2:18][CH2:17]3)=[N:14][CH:15]=2)=[CH:6][CH:5]=1. (4) The product is: [Br:1][C:9]1[CH:8]=[CH:7][C:6]([O:10][CH3:11])=[C:5]([N+:12]([O-:14])=[O:13])[C:4]=1[F:3]. Given the reactants [Br:1]Br.[F:3][C:4]1[CH:9]=[CH:8][CH:7]=[C:6]([O:10][CH3:11])[C:5]=1[N+:12]([O-:14])=[O:13], predict the reaction product. (5) Given the reactants [CH3:1][O:2][CH2:3][CH2:4][CH2:5][C:6]1[C:11]([CH:12]=O)=[CH:10][CH:9]=[C:8]([C:14]([F:17])([F:16])[F:15])[N:7]=1.[CH3:18][O:19][C:20](=[O:41])[CH:21]=P(C1C=CC=CC=1)(C1C=CC=CC=1)C1C=CC=CC=1, predict the reaction product. The product is: [CH3:18][O:19][C:20](=[O:41])[CH:21]=[CH:12][C:11]1[C:6]([CH2:5][CH2:4][CH2:3][O:2][CH3:1])=[N:7][C:8]([C:14]([F:17])([F:16])[F:15])=[CH:9][CH:10]=1. (6) Given the reactants [CH2:1]([N:8]1[CH2:17][CH2:16][C:15]2[C:14](=O)[NH:13][C:12]([CH2:19][O:20][CH3:21])=[N:11][C:10]=2[CH2:9]1)[C:2]1[CH:7]=[CH:6][CH:5]=[CH:4][CH:3]=1.P(Cl)(Cl)([Cl:24])=O.CN(C)C1C=CC=CC=1.C(=O)(O)[O-].[Na+], predict the reaction product. The product is: [CH2:1]([N:8]1[CH2:17][CH2:16][C:15]2[C:14]([Cl:24])=[N:13][C:12]([CH2:19][O:20][CH3:21])=[N:11][C:10]=2[CH2:9]1)[C:2]1[CH:7]=[CH:6][CH:5]=[CH:4][CH:3]=1. (7) Given the reactants [CH3:1][C:2]([OH:6])([CH:4]=[CH2:5])[CH3:3].[C:7]1([CH:14]=[CH:13][C:11](O)=[CH:10][CH:9]=1)[OH:8], predict the reaction product. The product is: [CH3:1][C:2]1([CH3:3])[CH2:4][CH2:5][C:13]2[C:11](=[CH:10][CH:9]=[C:7]([OH:8])[CH:14]=2)[O:6]1.